Predict the reaction yield, written as a fraction of the theoretical maximum amount of product (1.0 means a 100% yield; for example, 0.34 means a 34% yield). From a dataset of Reaction yield outcomes from USPTO patents with 853,638 reactions. (1) The reactants are [NH2:1][C:2]1[CH:7]=[C:6]([CH3:8])[CH:5]=[CH:4][C:3]=1[OH:9].[C:10](N1C=CN=C1)(N1C=CN=C1)=[O:11]. The catalyst is C(#N)C. The product is [CH3:8][C:6]1[CH:5]=[CH:4][C:3]2[O:9][C:10](=[O:11])[NH:1][C:2]=2[CH:7]=1. The yield is 0.990. (2) The reactants are [CH3:1][C:2]1[CH:3]=[CH:4][C:5]2[NH:6][C:7]3[C:12]([C:13]=2[CH:14]=1)=[CH:11][C:10]([CH3:15])=[CH:9][CH:8]=3.[CH2:16]([CH:18]1[O:20][CH2:19]1)Cl. No catalyst specified. The product is [CH3:1][C:2]1[CH:3]=[CH:4][C:5]2[N:6]([CH2:16][CH:18]3[CH2:19][O:20]3)[C:7]3[C:12]([C:13]=2[CH:14]=1)=[CH:11][C:10]([CH3:15])=[CH:9][CH:8]=3. The yield is 0.690.